From a dataset of NCI-60 drug combinations with 297,098 pairs across 59 cell lines. Regression. Given two drug SMILES strings and cell line genomic features, predict the synergy score measuring deviation from expected non-interaction effect. (1) Drug 2: CC1=C(C=C(C=C1)NC(=O)C2=CC=C(C=C2)CN3CCN(CC3)C)NC4=NC=CC(=N4)C5=CN=CC=C5. Synergy scores: CSS=40.7, Synergy_ZIP=0.189, Synergy_Bliss=-2.08, Synergy_Loewe=-39.0, Synergy_HSA=-2.58. Drug 1: CN(CC1=CN=C2C(=N1)C(=NC(=N2)N)N)C3=CC=C(C=C3)C(=O)NC(CCC(=O)O)C(=O)O. Cell line: NCI-H322M. (2) Drug 1: C1=NC(=NC(=O)N1C2C(C(C(O2)CO)O)O)N. Drug 2: CN1C2=C(C=C(C=C2)N(CCCl)CCCl)N=C1CCCC(=O)O.Cl. Cell line: ACHN. Synergy scores: CSS=15.0, Synergy_ZIP=-6.98, Synergy_Bliss=6.27, Synergy_Loewe=-18.4, Synergy_HSA=1.11. (3) Drug 1: C1=NNC2=C1C(=O)NC=N2. Drug 2: C(CCl)NC(=O)N(CCCl)N=O. Cell line: OVCAR-4. Synergy scores: CSS=-2.29, Synergy_ZIP=1.29, Synergy_Bliss=2.89, Synergy_Loewe=-3.02, Synergy_HSA=-2.05. (4) Drug 1: C1=C(C(=O)NC(=O)N1)F. Drug 2: CC1CCCC2(C(O2)CC(NC(=O)CC(C(C(=O)C(C1O)C)(C)C)O)C(=CC3=CSC(=N3)C)C)C. Cell line: EKVX. Synergy scores: CSS=30.3, Synergy_ZIP=-0.148, Synergy_Bliss=1.43, Synergy_Loewe=1.42, Synergy_HSA=1.01. (5) Drug 1: CN1C2=C(C=C(C=C2)N(CCCl)CCCl)N=C1CCCC(=O)O.Cl. Drug 2: CCN(CC)CCCC(C)NC1=C2C=C(C=CC2=NC3=C1C=CC(=C3)Cl)OC. Cell line: SK-MEL-5. Synergy scores: CSS=11.9, Synergy_ZIP=0.355, Synergy_Bliss=5.26, Synergy_Loewe=6.75, Synergy_HSA=5.81. (6) Drug 1: CC1C(C(CC(O1)OC2CC(OC(C2O)C)OC3=CC4=CC5=C(C(=O)C(C(C5)C(C(=O)C(C(C)O)O)OC)OC6CC(C(C(O6)C)O)OC7CC(C(C(O7)C)O)OC8CC(C(C(O8)C)O)(C)O)C(=C4C(=C3C)O)O)O)O. Drug 2: CCN(CC)CCCC(C)NC1=C2C=C(C=CC2=NC3=C1C=CC(=C3)Cl)OC. Cell line: SNB-75. Synergy scores: CSS=24.9, Synergy_ZIP=-1.54, Synergy_Bliss=-0.442, Synergy_Loewe=-19.9, Synergy_HSA=-0.417. (7) Drug 1: CNC(=O)C1=CC=CC=C1SC2=CC3=C(C=C2)C(=NN3)C=CC4=CC=CC=N4. Drug 2: CC1=C(N=C(N=C1N)C(CC(=O)N)NCC(C(=O)N)N)C(=O)NC(C(C2=CN=CN2)OC3C(C(C(C(O3)CO)O)O)OC4C(C(C(C(O4)CO)O)OC(=O)N)O)C(=O)NC(C)C(C(C)C(=O)NC(C(C)O)C(=O)NCCC5=NC(=CS5)C6=NC(=CS6)C(=O)NCCC[S+](C)C)O. Cell line: HT29. Synergy scores: CSS=-1.88, Synergy_ZIP=0.811, Synergy_Bliss=-0.271, Synergy_Loewe=-1.26, Synergy_HSA=-1.65.